This data is from CYP1A2 inhibition data for predicting drug metabolism from PubChem BioAssay. The task is: Regression/Classification. Given a drug SMILES string, predict its absorption, distribution, metabolism, or excretion properties. Task type varies by dataset: regression for continuous measurements (e.g., permeability, clearance, half-life) or binary classification for categorical outcomes (e.g., BBB penetration, CYP inhibition). Dataset: cyp1a2_veith. (1) The compound is COC(=O)c1cc2c(cn1)[nH]c1ccccc12. The result is 1 (inhibitor). (2) The drug is CN(C)Cc1ccccc1-c1nc(NCc2cccs2)c2ccccc2n1. The result is 1 (inhibitor). (3) The drug is O=[N+]([O-])C1=CC=C2C(=NC3(CCCCC3)N2O)C1=NC1CCCCC1. The result is 1 (inhibitor). (4) The molecule is COc1ccc(Oc2c(C=O)c3ccccc3n2C)cc1. The result is 1 (inhibitor). (5) The molecule is CCN1C(=O)CC(N2CCN(CC(=O)NC(C)C)CC2)C1=O. The result is 0 (non-inhibitor). (6) The molecule is N#CCCn1c(=O)cnc2cnc(N3CCOCC3)nc21. The result is 1 (inhibitor). (7) The molecule is CCn1c2ccccc2c2nnc(NCCCO)nc21. The result is 1 (inhibitor). (8) The drug is COc1cccc(N(C(=O)Cn2nnc(-c3ccc(C)cc3)n2)C(C(=O)NC(C)(C)C)c2c[nH]c3ccccc23)c1. The result is 0 (non-inhibitor). (9) The molecule is Cc1[nH]c2c(C)cccc2c1CCNC(=O)c1ccc2c(c1[N+](=O)[O-])C(=O)c1ccccc1C2=O. The result is 0 (non-inhibitor).